Dataset: Rat liver microsome stability data. Task: Regression/Classification. Given a drug SMILES string, predict its absorption, distribution, metabolism, or excretion properties. Task type varies by dataset: regression for continuous measurements (e.g., permeability, clearance, half-life) or binary classification for categorical outcomes (e.g., BBB penetration, CYP inhibition). Dataset: rlm. (1) The compound is Cc1ccc(-c2cc(C(=O)O)c3ccccc3n2)cc1. The result is 1 (stable in rat liver microsomes). (2) The molecule is Oc1nc([C@@H]2CNC[C@H]2c2ccc(Cl)cc2)nc2ccc(-c3cn[nH]c3)cc12. The result is 0 (unstable in rat liver microsomes). (3) The drug is CC(=O)OC[C@]12CCC(C)=C[C@H]1O[C@@H]1[C@H](O)[C@@H](OC(C)=O)[C@@]2(C)[C@]12CO2. The result is 0 (unstable in rat liver microsomes). (4) The drug is CC(C)c1ccccc1-c1ncc(F)c(NCc2ccc(-n3ccnn3)cc2)n1. The result is 1 (stable in rat liver microsomes). (5) The result is 0 (unstable in rat liver microsomes). The drug is CS(=O)(=O)c1ccc(-c2ccc(O[C@H]3O[C@H](CO)[C@@H](O)[C@H](O)[C@@H]3O)cc2)cc1. (6) The drug is CN(C)c1cccc(OCC(=O)NC(c2cccc(F)c2)c2cc(Cl)c3cccnc3c2O)c1. The result is 1 (stable in rat liver microsomes). (7) The drug is Cc1cccn2c(=O)c3cc(C(=O)N[C@@H](C)c4ccccc4)c(=N)n(Cc4ccccc4)c3nc12. The result is 1 (stable in rat liver microsomes). (8) The molecule is O=C([C@H]1CCNC1)N1CCC(NS(=O)(=O)c2cc(S(=O)(=O)c3ccccc3)ccc2C(F)(F)F)CC1. The result is 0 (unstable in rat liver microsomes). (9) The compound is Cc1c[nH]c2c(Nc3nc(N[C@@H]4CCCC[C@@H]4N)cc4ncnc(O)c34)cccc12. The result is 1 (stable in rat liver microsomes).